From a dataset of Catalyst prediction with 721,799 reactions and 888 catalyst types from USPTO. Predict which catalyst facilitates the given reaction. (1) Reactant: Br[C:2]1[N:3]=[C:4]([C@@H:12]2[CH2:20][CH2:19][C@@H:18]3[N:14]([CH2:15][CH2:16][CH2:17]3)[CH2:13]2)[N:5]2[CH:10]=[CH:9][N:8]=[C:7]([NH2:11])[C:6]=12.CC1(C)C(C)(C)OB([C:29]2[CH:47]=[CH:46][C:32]([C:33]([NH:35][C:36]3[CH:41]=[C:40]([C:42]([F:45])([F:44])[F:43])[CH:39]=[CH:38][N:37]=3)=[O:34])=[CH:31][CH:30]=2)O1.C([O-])([O-])=O.[K+].[K+].O. Product: [NH2:11][C:7]1[C:6]2[N:5]([C:4]([C@@H:12]3[CH2:20][CH2:19][C@@H:18]4[N:14]([CH2:15][CH2:16][CH2:17]4)[CH2:13]3)=[N:3][C:2]=2[C:29]2[CH:47]=[CH:46][C:32]([C:33]([NH:35][C:36]3[CH:41]=[C:40]([C:42]([F:43])([F:44])[F:45])[CH:39]=[CH:38][N:37]=3)=[O:34])=[CH:31][CH:30]=2)[CH:10]=[CH:9][N:8]=1. The catalyst class is: 38. (2) Reactant: [CH3:1][C:2]1[N:6]([CH2:7][C:8]([N:10]2[CH2:15][CH2:14][CH:13]([C:16]3[S:17][CH:18]=[C:19]([C:21]4[CH2:25][CH:24]([CH2:26][C:27](O)=[O:28])[O:23][N:22]=4)[N:20]=3)[CH2:12][CH2:11]2)=[O:9])[N:5]=[C:4]([C:30]([F:33])([F:32])[F:31])[CH:3]=1.[F:34][C:35]1[CH:42]=[CH:41][CH:40]=[C:39]([F:43])[C:36]=1[CH2:37][NH2:38].C(N=C=NCCCN(C)C)C.C(Cl)Cl. Product: [F:34][C:35]1[CH:42]=[CH:41][CH:40]=[C:39]([F:43])[C:36]=1[CH2:37][NH:38][C:27](=[O:28])[CH2:26][CH:24]1[O:23][N:22]=[C:21]([C:19]2[N:20]=[C:16]([CH:13]3[CH2:12][CH2:11][N:10]([C:8](=[O:9])[CH2:7][N:6]4[C:2]([CH3:1])=[CH:3][C:4]([C:30]([F:32])([F:31])[F:33])=[N:5]4)[CH2:15][CH2:14]3)[S:17][CH:18]=2)[CH2:25]1. The catalyst class is: 777. (3) Reactant: C[O:2][C:3](=[O:26])[C:4]1[CH:9]=[CH:8][C:7]([O:10][CH2:11][C:12]2[C:13]([C:19]3[CH:24]=[CH:23][C:22]([Cl:25])=[CH:21][CH:20]=3)=[N:14][O:15][C:16]=2[CH2:17][OH:18])=[N:6][CH:5]=1.O.[OH-].[Li+].Cl. Product: [Cl:25][C:22]1[CH:23]=[CH:24][C:19]([C:13]2[C:12]([CH2:11][O:10][C:7]3[CH:8]=[CH:9][C:4]([C:3]([OH:26])=[O:2])=[CH:5][N:6]=3)=[C:16]([CH2:17][OH:18])[O:15][N:14]=2)=[CH:20][CH:21]=1. The catalyst class is: 87. (4) Reactant: [Br:1][C:2]1[CH:3]=[N:4][CH:5]=[C:6]([C@@H:8]2[C@@:10]([C:12]3[CH:17]=[C:16]([F:18])[CH:15]=[CH:14][C:13]=3[F:19])([CH3:11])[O:9]2)[CH:7]=1.CO.[Cl-].[NH4+].[N-:24]=[N+:25]=[N-:26].[Na+]. Product: [N:24]([C@H:8]([C:6]1[CH:5]=[N:4][CH:3]=[C:2]([Br:1])[CH:7]=1)[C@@:10]([C:12]1[CH:17]=[C:16]([F:18])[CH:15]=[CH:14][C:13]=1[F:19])([OH:9])[CH3:11])=[N+:25]=[N-:26]. The catalyst class is: 6.